The task is: Predict the product of the given reaction.. This data is from Forward reaction prediction with 1.9M reactions from USPTO patents (1976-2016). Given the reactants CC(C1C=C(C(C)C)C(C2C=CC=CC=2P(C2CCCCC2)C2CCCCC2)=C(C(C)C)C=1)C.C[C:36]([OH:39])([CH3:38])C.C([O-])([O-])=[O:41].[K+].[K+].Cl[C:47]1[C:48]([F:65])=[CH:49][CH:50]=[C:51]2[C:56]=1[C:55](=[O:57])[N:54]([C:58]1[CH:59]=[N:60][CH:61]=[CH:62][C:63]=1[CH3:64])[CH2:53][CH2:52]2.[CH:66]1([CH2:69][NH2:70])[CH2:68][CH2:67]1, predict the reaction product. The product is: [C:36]([OH:39])(=[O:41])[CH3:38].[CH:66]1([CH2:69][NH:70][C:47]2[C:48]([F:65])=[CH:49][CH:50]=[C:51]3[C:56]=2[C:55](=[O:57])[N:54]([C:58]2[CH:59]=[N:60][CH:61]=[CH:62][C:63]=2[CH3:64])[CH2:53][CH2:52]3)[CH2:68][CH2:67]1.